From a dataset of NCI-60 drug combinations with 297,098 pairs across 59 cell lines. Regression. Given two drug SMILES strings and cell line genomic features, predict the synergy score measuring deviation from expected non-interaction effect. (1) Drug 1: C1=C(C(=O)NC(=O)N1)F. Cell line: HOP-92. Synergy scores: CSS=18.1, Synergy_ZIP=1.75, Synergy_Bliss=-0.145, Synergy_Loewe=-6.44, Synergy_HSA=-1.42. Drug 2: C1CN(P(=O)(OC1)NCCCl)CCCl. (2) Drug 1: CC1=C2C(C(=O)C3(C(CC4C(C3C(C(C2(C)C)(CC1OC(=O)C(C(C5=CC=CC=C5)NC(=O)C6=CC=CC=C6)O)O)OC(=O)C7=CC=CC=C7)(CO4)OC(=O)C)O)C)OC(=O)C. Drug 2: CCCCC(=O)OCC(=O)C1(CC(C2=C(C1)C(=C3C(=C2O)C(=O)C4=C(C3=O)C=CC=C4OC)O)OC5CC(C(C(O5)C)O)NC(=O)C(F)(F)F)O. Cell line: UACC62. Synergy scores: CSS=45.9, Synergy_ZIP=-1.40, Synergy_Bliss=-2.55, Synergy_Loewe=-3.09, Synergy_HSA=-2.22.